This data is from HIV replication inhibition screening data with 41,000+ compounds from the AIDS Antiviral Screen. The task is: Binary Classification. Given a drug SMILES string, predict its activity (active/inactive) in a high-throughput screening assay against a specified biological target. The result is 0 (inactive). The compound is COc1cccc(NCC(=O)Nn2c(-c3ccccc3)nc3ccccc3c2=O)c1.